This data is from Reaction yield outcomes from USPTO patents with 853,638 reactions. The task is: Predict the reaction yield, written as a fraction of the theoretical maximum amount of product (1.0 means a 100% yield; for example, 0.34 means a 34% yield). (1) No catalyst specified. The reactants are [OH:1][C:2]1[N:6]([C:7]2[CH:12]=[C:11]([C:13]#[N:14])[CH:10]=[CH:9][N:8]=2)[N:5]=[CH:4][CH:3]=1.[CH3:15][O:16][C:17]1[CH:24]=[CH:23][C:20]([CH2:21]O)=[CH:19][CH:18]=1. The yield is 0.140. The product is [CH3:15][O:16][C:17]1[CH:24]=[CH:23][C:20]([CH2:21][O:1][C:2]2[N:6]([C:7]3[CH:12]=[C:11]([C:13]#[N:14])[CH:10]=[CH:9][N:8]=3)[N:5]=[CH:4][CH:3]=2)=[CH:19][CH:18]=1. (2) The reactants are [C:1]([NH:4][C:5]([CH2:16][CH2:17][CH2:18][C:19]([CH3:24])([N+:21]([O-:23])=[O:22])[CH3:20])(C(OCC)=O)[C:6]([O:8]CC)=[O:7])(=[O:3])[CH3:2].[OH-].[K+].Cl. The catalyst is C(O)C.O. The product is [C:1]([NH:4][CH:5]([CH2:16][CH2:17][CH2:18][C:19]([CH3:24])([N+:21]([O-:23])=[O:22])[CH3:20])[C:6]([OH:8])=[O:7])(=[O:3])[CH3:2]. The yield is 0.720. (3) The reactants are Br[C:2]1[CH:3]=[C:4]2[C:8](=[CH:9][CH:10]=1)[NH:7][N:6]=[C:5]2[CH2:11][CH3:12].[Li]C(C)(C)C.[C:18](=[O:20])=[O:19]. The catalyst is C(OCC)C. The product is [CH2:11]([C:5]1[C:4]2[C:8](=[CH:9][CH:10]=[C:2]([C:18]([OH:20])=[O:19])[CH:3]=2)[NH:7][N:6]=1)[CH3:12]. The yield is 0.470. (4) The reactants are [C:1](/[N:3]=[C:4](\SC)/[NH:5][C:6]1[CH:11]=[C:10]([Cl:12])[C:9]([C:13]#[N:14])=[C:8]([Cl:15])[CH:7]=1)#[N:2].[NH2:18][NH2:19]. The catalyst is C(O)C. The product is [NH2:2][C:1]1[NH:19][N:18]=[C:4]([NH:5][C:6]2[CH:11]=[C:10]([Cl:12])[C:9]([C:13]#[N:14])=[C:8]([Cl:15])[CH:7]=2)[N:3]=1. The yield is 0.710. (5) The reactants are CO[C:3](=[O:22])[C:4]1[CH:9]=[CH:8][C:7]([O:10][CH2:11][C:12]2[C:13]([CH2:18][CH2:19][CH2:20][CH3:21])=[N:14][O:15][C:16]=2[CH3:17])=[N:6][CH:5]=1.[O:23]1[CH2:27][CH2:26][CH:25]([NH2:28])[CH2:24]1. No catalyst specified. The product is [CH2:18]([C:13]1[C:12]([CH2:11][O:10][C:7]2[CH:8]=[CH:9][C:4]([C:3]([NH:28][CH:25]3[CH2:26][CH2:27][O:23][CH2:24]3)=[O:22])=[CH:5][N:6]=2)=[C:16]([CH3:17])[O:15][N:14]=1)[CH2:19][CH2:20][CH3:21]. The yield is 0.680. (6) The reactants are [C:1]([O:5][C:6]([NH:8][C:9]([CH2:15][CH3:16])([CH2:13][CH3:14])[C:10](O)=[O:11])=[O:7])([CH3:4])([CH3:3])[CH3:2].[CH3:17][N:18](C(ON1N=NC2C=CC=CC1=2)=[N+](C)C)C.F[P-](F)(F)(F)(F)F.C(N(CC)CC)C.Cl.CN. The catalyst is CN(C=O)C.O. The product is [CH3:17][NH:18][C:10]([C:9]([NH:8][C:6](=[O:7])[O:5][C:1]([CH3:4])([CH3:3])[CH3:2])([CH2:15][CH3:16])[CH2:13][CH3:14])=[O:11]. The yield is 0.450.